From a dataset of Forward reaction prediction with 1.9M reactions from USPTO patents (1976-2016). Predict the product of the given reaction. (1) Given the reactants [CH2:1]([N:3]([CH2:11][C:12]1[CH:13]=[N:14][CH:15]=[C:16]([C:19]2[CH:20]=[C:21]3[C:25](=[CH:26][CH:27]=2)[N:24]([CH:28]2[CH2:33][CH2:32][CH2:31][CH2:30][O:29]2)[N:23]=[C:22]3[C:34]2[NH:35][C:36]([C:39]([NH:41][CH2:42][C:43]3[CH:44]=[N:45][CH:46]=[CH:47][CH:48]=3)=[O:40])=[CH:37][N:38]=2)[C:17]=1[CH3:18])[C:4](=[O:10])[O:5][C:6]([CH3:9])([CH3:8])[CH3:7])[CH3:2].C(OC([N:56](CC1C(C)=C(C2C=C3C(=CC=2)N(C2CCCCO2)N=C3C2NC(C(O)=O)=CN=2)C=NC=1)[CH2:57][CH3:58])=O)(C)(C)C.[CH:90](N(C(C)C)CC)(C)[CH3:91].CN(C(ON1N=NC2C=CC=NC1=2)=[N+](C)C)C.F[P-](F)(F)(F)(F)F, predict the reaction product. The product is: [CH2:1]([N:3]([CH2:11][C:12]1[CH:13]=[N:14][CH:15]=[C:16]([C:19]2[CH:20]=[C:21]3[C:25](=[CH:26][CH:27]=2)[N:24]([CH:28]2[CH2:33][CH2:32][CH2:31][CH2:30][O:29]2)[N:23]=[C:22]3[C:34]2[NH:35][C:36]([C:39]([N:41]3[CH2:91][CH2:90][CH:48]([CH2:47][C:46]4[N:56]=[CH:57][CH:58]=[CH:44][N:45]=4)[CH2:43][CH2:42]3)=[O:40])=[CH:37][N:38]=2)[C:17]=1[CH3:18])[C:4](=[O:10])[O:5][C:6]([CH3:9])([CH3:7])[CH3:8])[CH3:2]. (2) Given the reactants [CH3:1][C:2]1[CH:30]=[CH:29][C:5]([C:6]([NH:8][C:9]2[C:10]([C:20]([NH:22][CH2:23][CH2:24][C:25]([F:28])([F:27])[F:26])=[O:21])=[N:11][N:12](C3CCCCO3)[CH:13]=2)=[O:7])=[CH:4][N:3]=1.O.C1(C)C=CC(S(O)(=O)=O)=CC=1.C(=O)([O-])O.[Na+], predict the reaction product. The product is: [CH3:1][C:2]1[CH:30]=[CH:29][C:5]([C:6]([NH:8][C:9]2[C:10]([C:20]([NH:22][CH2:23][CH2:24][C:25]([F:27])([F:28])[F:26])=[O:21])=[N:11][NH:12][CH:13]=2)=[O:7])=[CH:4][N:3]=1.